Predict the product of the given reaction. From a dataset of Forward reaction prediction with 1.9M reactions from USPTO patents (1976-2016). (1) Given the reactants [N:1]1[CH:6]=[CH:5][CH:4]=[CH:3][C:2]=1[NH:7][C:8]1[CH:13]=[CH:12][CH:11]=[CH:10][C:9]=1[NH2:14].[CH3:15][O:16][C:17]1[CH:18]=[C:19]([CH:25]=[CH:26][C:27]=1[O:28][CH3:29])[CH:20]=[CH:21][C:22](Cl)=O.N1C=CC=CC=1N1C2C=CC=CC=2N=C1/C=C/C1C=CC=CC=1.[C:53]([OH:58])(=[O:57])[C:54]([OH:56])=[O:55], predict the reaction product. The product is: [C:53]([OH:58])(=[O:57])[C:54]([OH:56])=[O:55].[CH3:15][O:16][C:17]1[CH:18]=[C:19]([CH:25]=[CH:26][C:27]=1[O:28][CH3:29])/[CH:20]=[CH:21]/[C:22]1[N:7]([C:2]2[CH:3]=[CH:4][CH:5]=[CH:6][N:1]=2)[C:8]2[CH:13]=[CH:12][CH:11]=[CH:10][C:9]=2[N:14]=1. (2) Given the reactants [CH2:1]([Li])CCC.[CH3:6][O:7][C:8]1[CH:9]=[CH:10][C:11]2[CH:15]=[CH:14][S:13][C:12]=2[CH:16]=1.CI, predict the reaction product. The product is: [CH3:6][O:7][C:8]1[CH:9]=[CH:10][C:11]2[CH:15]=[C:14]([CH3:1])[S:13][C:12]=2[CH:16]=1. (3) Given the reactants [NH2:1][C:2]1[N:11]=[C:10]([C:12]([N:14]2[CH2:22][C:21]3[C:16](=[CH:17][CH:18]=[CH:19][CH:20]=3)[CH2:15]2)=[O:13])[C:9]2[C:4](=[CH:5][CH:6]=[C:7](I)[CH:8]=2)[N:3]=1.[B-](F)(F)(F)[CH2:25][N:26]1[CH2:31][CH2:30][N:29]([CH3:32])[CH2:28][CH2:27]1.[K+].C(C1C=C(C(C)C)C=C(C(C)C)C=1P(C1CCCCC1)C1CCCCC1)(C)C.C(=O)([O-])[O-].[Cs+].[Cs+], predict the reaction product. The product is: [NH2:1][C:2]1[N:11]=[C:10]([C:12]([N:14]2[CH2:22][C:21]3[C:16](=[CH:17][CH:18]=[CH:19][CH:20]=3)[CH2:15]2)=[O:13])[C:9]2[C:4](=[CH:5][CH:6]=[C:7]([CH2:25][N:26]3[CH2:31][CH2:30][N:29]([CH3:32])[CH2:28][CH2:27]3)[CH:8]=2)[N:3]=1. (4) Given the reactants C(OC([N:8]1[CH2:13][CH2:12][CH2:11][C:10]([CH2:15][OH:16])([CH3:14])[CH2:9]1)=O)(C)(C)C.[ClH:17], predict the reaction product. The product is: [ClH:17].[CH3:14][C:10]1([CH2:15][OH:16])[CH2:11][CH2:12][CH2:13][NH:8][CH2:9]1. (5) The product is: [Br:1][C:2]1[CH:10]=[CH:9][CH:8]=[C:7]2[C:3]=1[C:4]1([CH2:15][O:14][C:13]3[CH:16]=[C:17]4[C:21](=[CH:22][C:12]1=3)[CH2:20][CH2:19][O:18]4)[C:5](=[O:11])[N:6]2[CH2:36][C@H:33]1[CH2:32][CH2:25][CH2:35][O:34]1. Given the reactants [Br:1][C:2]1[CH:10]=[CH:9][CH:8]=[C:7]2[C:3]=1[C:4]1([CH2:15][O:14][C:13]3[CH:16]=[C:17]4[C:21](=[CH:22][C:12]1=3)[CH2:20][CH2:19][O:18]4)[C:5](=[O:11])[NH:6]2.N1C2C(=CC=CC=2)[C:25]2([CH2:35][O:34][C:33]3[CH:36]=C4C(=C[C:32]2=3)CCO4)C1=O.CC1C=CC(S(OC[C@H]2CCCO2)(=O)=O)=CC=1.BrCC1CCCCO1, predict the reaction product. (6) Given the reactants Br[C:2]1[CH:7]=[CH:6][C:5]([C@H:8]([NH:13][C@@H:14]([CH2:27][CH:28]([CH3:30])[CH3:29])[C:15]([N:17]2[CH2:21][C@H:20]([F:22])[C@H:19]3[O:23][CH2:24][C@H:25]([OH:26])[C@@H:18]23)=[O:16])[C:9]([F:12])([F:11])[F:10])=[CH:4][CH:3]=1.COC.[CH2:34](O)[CH3:35], predict the reaction product. The product is: [F:22][C@H:20]1[CH2:21][N:17]([C:15](=[O:16])[C@@H:14]([NH:13][C@@H:8]([C:5]2[CH:6]=[CH:7][C:2]([C:35]3[CH:34]=[CH:4][CH:5]=[CH:8][C:9]=3[F:10])=[CH:3][CH:4]=2)[C:9]([F:12])([F:11])[F:10])[CH2:27][CH:28]([CH3:30])[CH3:29])[C@@H:18]2[C@@H:25]([OH:26])[CH2:24][O:23][C@H:19]12. (7) Given the reactants [CH3:1][N:2]1[C@@H:19]2[CH2:20][C:7]3=[CH:8][CH:9]=[C:10]([OH:21])[C:11]4[O:12][C@H:13]5[C:14]([CH2:16][CH2:17][C@@H:18]2[C@:5]5([C:6]=43)[CH2:4][CH2:3]1)=[O:15].[O-][CH2:23]C.[Na+], predict the reaction product. The product is: [CH3:1][N:2]1[C@@H:19]2[CH2:20][C:7]3[CH:8]=[CH:9][C:10]([O:21][CH3:23])=[C:11]4[O:12][C@H:13]5[C:14]([CH2:16][CH2:17][C@@H:18]2[C@:5]5([C:6]=34)[CH2:4][CH2:3]1)=[O:15].